This data is from Catalyst prediction with 721,799 reactions and 888 catalyst types from USPTO. The task is: Predict which catalyst facilitates the given reaction. (1) Reactant: [CH3:1][S:2]([C:5]1[CH:26]=[CH:25][C:8]([O:9][CH2:10][C:11]2[CH:16]=[CH:15][C:14]([CH:17]3[CH2:22][CH2:21][N:20]([C:23]#[N:24])[CH2:19][CH2:18]3)=[CH:13][N:12]=2)=[CH:7][CH:6]=1)(=[O:4])=[O:3].[NH2:27][OH:28]. Product: [OH:28][NH:27][C:23]([N:20]1[CH2:21][CH2:22][CH:17]([C:14]2[CH:15]=[CH:16][C:11]([CH2:10][O:9][C:8]3[CH:25]=[CH:26][C:5]([S:2]([CH3:1])(=[O:3])=[O:4])=[CH:6][CH:7]=3)=[N:12][CH:13]=2)[CH2:18][CH2:19]1)=[NH:24]. The catalyst class is: 8. (2) The catalyst class is: 40. Product: [Cl:1][C:2]1[CH:3]=[CH:4][C:5]([C:8]2[S:12][C:11]([C:13]([OH:15])=[O:14])=[C:10]([C:18]3[CH:23]=[CH:22][C:21]([S:24](=[O:26])(=[O:27])[NH2:25])=[CH:20][CH:19]=3)[C:9]=2[N:28]([CH3:30])[CH3:29])=[CH:6][CH:7]=1. Reactant: [Cl:1][C:2]1[CH:7]=[CH:6][C:5]([C:8]2[S:12][C:11]([C:13]([O:15]CC)=[O:14])=[C:10]([C:18]3[CH:23]=[CH:22][C:21]([S:24](=[O:27])(=[O:26])[NH2:25])=[CH:20][CH:19]=3)[C:9]=2[N:28]([CH3:30])[CH3:29])=[CH:4][CH:3]=1.[OH-].[Na+].Cl. (3) Reactant: COP([CH2:7][C:8](=[O:16])[CH2:9][C:10]1[CH:15]=[CH:14][CH:13]=[CH:12][CH:11]=1)(=O)OC.[H-].[Na+].[Cl:19][CH2:20][CH2:21][CH2:22][CH2:23][N:24]1[C:28](=[O:29])[CH2:27][CH2:26][C@@H:25]1[CH:30]=O.[NH4+].[Cl-]. Product: [Cl:19][CH2:20][CH2:21][CH2:22][CH2:23][N:24]1[C@@H:25](/[CH:30]=[CH:7]/[C:8](=[O:16])[CH2:9][C:10]2[CH:11]=[CH:12][CH:13]=[CH:14][CH:15]=2)[CH2:26][CH2:27][C:28]1=[O:29]. The catalyst class is: 57.